Dataset: Experimental lipophilicity measurements (octanol/water distribution) for 4,200 compounds from AstraZeneca. Task: Regression/Classification. Given a drug SMILES string, predict its absorption, distribution, metabolism, or excretion properties. Task type varies by dataset: regression for continuous measurements (e.g., permeability, clearance, half-life) or binary classification for categorical outcomes (e.g., BBB penetration, CYP inhibition). For this dataset (lipophilicity_astrazeneca), we predict Y. (1) The molecule is Cc1ccc(NC(=O)c2ccc(C#N)cc2)cc1-n1cnc2ccc(N3CCN(C)CC3)cc2c1=O. The Y is 2.73 logD. (2) The molecule is O=C(Nc1ccccc1Cl)c1cc[nH]n1. The Y is 2.58 logD. (3) The drug is CCN(CC)C(=O)c1ccc(C2=CC3(CCNCC3)Oc3ccccc32)c(O)c1. The Y is 0.770 logD. (4) The compound is Cc1nc(N2CCN(c3ncc(OCc4ccncc4C#N)cn3)[C@H](C)C2)no1. The Y is 2.60 logD.